Dataset: NCI-60 drug combinations with 297,098 pairs across 59 cell lines. Task: Regression. Given two drug SMILES strings and cell line genomic features, predict the synergy score measuring deviation from expected non-interaction effect. (1) Drug 1: C1CCC(CC1)NC(=O)N(CCCl)N=O. Drug 2: N.N.Cl[Pt+2]Cl. Cell line: NCI-H460. Synergy scores: CSS=15.1, Synergy_ZIP=-2.98, Synergy_Bliss=0.439, Synergy_Loewe=-1.91, Synergy_HSA=-1.38. (2) Drug 1: C1=NC2=C(N1)C(=S)N=CN2. Drug 2: CC1CCCC2(C(O2)CC(NC(=O)CC(C(C(=O)C(C1O)C)(C)C)O)C(=CC3=CSC(=N3)C)C)C. Cell line: SNB-75. Synergy scores: CSS=32.0, Synergy_ZIP=-3.48, Synergy_Bliss=-4.10, Synergy_Loewe=-2.72, Synergy_HSA=-1.72. (3) Drug 1: C1=CN(C=N1)CC(O)(P(=O)(O)O)P(=O)(O)O. Drug 2: COC1=C2C(=CC3=C1OC=C3)C=CC(=O)O2. Cell line: LOX IMVI. Synergy scores: CSS=-2.98, Synergy_ZIP=6.82, Synergy_Bliss=7.10, Synergy_Loewe=0.379, Synergy_HSA=-1.52. (4) Drug 1: CC12CCC3C(C1CCC2=O)CC(=C)C4=CC(=O)C=CC34C. Drug 2: CC1=C(C(=CC=C1)Cl)NC(=O)C2=CN=C(S2)NC3=CC(=NC(=N3)C)N4CCN(CC4)CCO. Cell line: KM12. Synergy scores: CSS=18.9, Synergy_ZIP=-2.34, Synergy_Bliss=-4.83, Synergy_Loewe=-0.937, Synergy_HSA=-3.69. (5) Cell line: SW-620. Synergy scores: CSS=14.2, Synergy_ZIP=-0.713, Synergy_Bliss=4.11, Synergy_Loewe=0.0268, Synergy_HSA=1.49. Drug 2: CC1=CC2C(CCC3(C2CCC3(C(=O)C)OC(=O)C)C)C4(C1=CC(=O)CC4)C. Drug 1: COC1=C(C=C2C(=C1)N=CN=C2NC3=CC(=C(C=C3)F)Cl)OCCCN4CCOCC4.